This data is from Forward reaction prediction with 1.9M reactions from USPTO patents (1976-2016). The task is: Predict the product of the given reaction. (1) Given the reactants CS[C:3]1[S:4][C:5](=[CH:9][C:10]2[CH:11]=[C:12]3[C:17](=[CH:18][CH:19]=2)[N:16]=[CH:15][N:14]=[CH:13]3)[C:6](=[O:8])[N:7]=1.[CH2:20]([O:22][C:23]1[CH:29]=[CH:28][CH:27]=[CH:26][C:24]=1[NH2:25])[CH3:21].CCN(C(C)C)C(C)C, predict the reaction product. The product is: [CH2:20]([O:22][C:23]1[CH:29]=[CH:28][CH:27]=[CH:26][C:24]=1[NH:25][C:3]1[S:4]/[C:5](=[CH:9]\[C:10]2[CH:11]=[C:12]3[C:17](=[CH:18][CH:19]=2)[N:16]=[CH:15][N:14]=[CH:13]3)/[C:6](=[O:8])[N:7]=1)[CH3:21]. (2) Given the reactants C[C:2]1[CH:9]=[C:8]([OH:10])[CH:7]=[CH:6][C:3]=1[CH:4]=O.[N+:11]([CH3:14])([O-:13])=[O:12].[C:15]([O-])(=O)C.[NH4+], predict the reaction product. The product is: [CH3:15][C:9]1[CH:2]=[C:3]([CH:4]=[CH:14][N+:11]([O-:13])=[O:12])[CH:6]=[CH:7][C:8]=1[OH:10].